Dataset: Catalyst prediction with 721,799 reactions and 888 catalyst types from USPTO. Task: Predict which catalyst facilitates the given reaction. (1) Reactant: N1CCCC1.[CH3:6][C:7]1[CH:22]=[CH:21][CH:20]=[CH:19][C:8]=1[CH2:9][S:10][C:11]1[CH:18]=[CH:17][C:14]([CH:15]=O)=[CH:13][CH:12]=1.[CH3:23][C:24]1([CH3:32])[O:31][C:29](=[O:30])[CH2:28][C:26](=[O:27])[O:25]1.C1(C)C=CC(S(O)(=O)=O)=CC=1. Product: [CH3:23][C:24]1([CH3:32])[O:31][C:29](=[O:30])[C:28](=[CH:15][C:14]2[CH:17]=[CH:18][C:11]([S:10][CH2:9][C:8]3[CH:19]=[CH:20][CH:21]=[CH:22][C:7]=3[CH3:6])=[CH:12][CH:13]=2)[C:26](=[O:27])[O:25]1. The catalyst class is: 27. (2) Product: [Cl:1][C:2]1[N:7]=[C:6]([C:8]([N:24]([O:25][CH3:26])[CH3:23])=[O:10])[CH:5]=[N:4][CH:3]=1. Reactant: [Cl:1][C:2]1[N:7]=[C:6]([C:8]([OH:10])=O)[CH:5]=[N:4][CH:3]=1.C(Cl)(=O)C(Cl)=O.CN(C=O)C.Cl.[CH3:23][NH:24][O:25][CH3:26]. The catalyst class is: 2. (3) Reactant: [F:1][C:2]1[C:3]([N+:9]([O-:11])=[O:10])=[C:4]([OH:8])[CH:5]=[CH:6][CH:7]=1.[CH3:12][O:13][C:14](=[O:17])[CH2:15]Br.C(=O)([O-])[O-].[K+].[K+]. Product: [CH3:12][O:13][C:14](=[O:17])[CH2:15][O:8][C:4]1[CH:5]=[CH:6][CH:7]=[C:2]([F:1])[C:3]=1[N+:9]([O-:11])=[O:10]. The catalyst class is: 148. (4) The catalyst class is: 3. Reactant: [N:1]([C:4]1[CH:9]=[C:8]([C:10]([O:12]C)=[O:11])[CH:7]=[CH:6][C:5]=1[C:14]([O:16]C)=O)=[C:2]=[S:3].[NH2:18][C:19]1[N:24]=[CH:23][CH:22]=[CH:21][N:20]=1.[OH-].[Na+].Cl. Product: [O:16]=[C:14]1[C:5]2[C:4](=[CH:9][C:8]([C:10]([OH:12])=[O:11])=[CH:7][CH:6]=2)[NH:1][C:2](=[S:3])[N:18]1[C:19]1[N:24]=[CH:23][CH:22]=[CH:21][N:20]=1. (5) Reactant: C(O[C:4](=[O:18])[C:5](=[N:11][NH:12][CH2:13][CH2:14][CH:15]([CH3:17])[CH3:16])[C:6]1[S:7][CH:8]=[CH:9][CH:10]=1)C.C([CH:21]([C:25](Cl)=[O:26])[C:22](Cl)=[O:23])C.[O-:28][CH2:29][CH3:30].[Na+].Cl. Product: [CH2:29]([O:28][C:25]([C:21]1[C:22](=[O:23])[N:12]([CH2:13][CH2:14][CH:15]([CH3:16])[CH3:17])[N:11]=[C:5]([C:6]2[S:7][CH:8]=[CH:9][CH:10]=2)[C:4]=1[OH:18])=[O:26])[CH3:30]. The catalyst class is: 225. (6) Reactant: [F:1][C:2]([F:23])([F:22])[C:3](=O)[CH:4]=[C:5](O)[C:6]1[CH:19]=[CH:18][C:17]2C3C(=CC=CC=3)C=C[C:8]=2[CH:7]=1.Cl.[N+:25]([C:28]1[CH:33]=[CH:32][C:31]([NH:34][NH2:35])=[CH:30][CH:29]=1)([O-:27])=[O:26]. Product: [N+:25]([C:28]1[CH:29]=[CH:30][C:31]([N:34]2[C:5]([C:6]3[CH:7]=[CH:8][CH:17]=[CH:18][CH:19]=3)=[CH:4][C:3]([C:2]([F:1])([F:22])[F:23])=[N:35]2)=[CH:32][CH:33]=1)([O-:27])=[O:26]. The catalyst class is: 8. (7) Reactant: Br[C:2]1[CH:3]=[C:4]2[C:9](=[CH:10][CH:11]=1)[N:8]=[C:7]([C:12]1[CH:17]=[CH:16][CH:15]=[C:14]([Cl:18])[CH:13]=1)[N:6]([CH2:19][C:20]([NH:22][CH:23]([CH3:25])[CH3:24])=[O:21])[C:5]2=[O:26].[CH3:27][C:28]1([CH3:44])[C:32]([CH3:34])([CH3:33])[O:31][B:30]([B:30]2[O:31][C:32]([CH3:34])([CH3:33])[C:28]([CH3:44])([CH3:27])[O:29]2)[O:29]1.C([O-])(=O)C.[K+]. Product: [Cl:18][C:14]1[CH:13]=[C:12]([C:7]2[N:6]([CH2:19][C:20]([NH:22][CH:23]([CH3:25])[CH3:24])=[O:21])[C:5](=[O:26])[C:4]3[C:9](=[CH:10][CH:11]=[C:2]([B:30]4[O:31][C:32]([CH3:34])([CH3:33])[C:28]([CH3:44])([CH3:27])[O:29]4)[CH:3]=3)[N:8]=2)[CH:17]=[CH:16][CH:15]=1. The catalyst class is: 75. (8) Reactant: [B:1]([C:4]1[CH:5]=[C:6]([CH:10]=[CH:11][CH:12]=1)[C:7]([OH:9])=O)([OH:3])[OH:2].CCN=C=NCCCN(C)C.[NH2:24][CH2:25][CH2:26][CH2:27][CH2:28][NH:29][C:30](=[O:56])[CH2:31][C@@H:32]1[N:38]=[C:37]([C:39]2[CH:44]=[CH:43][C:42]([Cl:45])=[CH:41][CH:40]=2)[C:36]2[CH:46]=[C:47]([O:50][CH3:51])[CH:48]=[CH:49][C:35]=2[N:34]2[C:52]([CH3:55])=[N:53][N:54]=[C:33]12. Product: [Cl:45][C:42]1[CH:43]=[CH:44][C:39]([C:37]2[C:36]3[CH:46]=[C:47]([O:50][CH3:51])[CH:48]=[CH:49][C:35]=3[N:34]3[C:52]([CH3:55])=[N:53][N:54]=[C:33]3[C@H:32]([CH2:31][C:30]([NH:29][CH2:28][CH2:27][CH2:26][CH2:25][NH:24][C:7]([C:6]3[CH:5]=[C:4]([B:1]([OH:2])[OH:3])[CH:12]=[CH:11][CH:10]=3)=[O:9])=[O:56])[N:38]=2)=[CH:40][CH:41]=1. The catalyst class is: 64. (9) Product: [O:22]1[CH2:27][CH2:26][CH2:25][CH2:24][CH:23]1[O:1][C@H:2]1[CH2:6][N:5]([C:7]([O:9][CH2:10][C:11]2[CH:12]=[CH:13][CH:14]=[CH:15][CH:16]=2)=[O:8])[C@H:4]([C:17]([O:19][CH2:20][CH3:21])=[O:18])[CH2:3]1. The catalyst class is: 2. Reactant: [OH:1][C@H:2]1[CH2:6][N:5]([C:7]([O:9][CH2:10][C:11]2[CH:16]=[CH:15][CH:14]=[CH:13][CH:12]=2)=[O:8])[C@H:4]([C:17]([O:19][CH2:20][CH3:21])=[O:18])[CH2:3]1.[O:22]1[CH:27]=[CH:26][CH2:25][CH2:24][CH2:23]1.C1(C)C=CC(S([O-])(=O)=O)=CC=1.[NH+]1C=CC=CC=1.C(=O)(O)[O-].[Na+]. (10) Reactant: [S:1]1[C:5]2[CH:6]=[CH:7][CH:8]=[CH:9][C:4]=2[C:3]([CH2:10][CH2:11][OH:12])=[CH:2]1.[C:13]1([CH3:23])[CH:18]=[CH:17][C:16]([S:19](Cl)(=[O:21])=[O:20])=[CH:15][CH:14]=1.C(N(CC)CC)C. Product: [S:1]1[C:5]2[CH:6]=[CH:7][CH:8]=[CH:9][C:4]=2[C:3]([CH2:10][CH2:11][O:12][S:19]([C:16]2[CH:17]=[CH:18][C:13]([CH3:23])=[CH:14][CH:15]=2)(=[O:21])=[O:20])=[CH:2]1. The catalyst class is: 2.